From a dataset of Forward reaction prediction with 1.9M reactions from USPTO patents (1976-2016). Predict the product of the given reaction. (1) Given the reactants Cl.[N:2]1[CH:7]=[CH:6][C:5]([C:8]([OH:10])=[O:9])=[CH:4][N:3]=1.[CH2:11](O)[CH3:12], predict the reaction product. The product is: [CH2:11]([O:9][C:8]([C:5]1[CH:6]=[CH:7][N:2]=[N:3][CH:4]=1)=[O:10])[CH3:12]. (2) Given the reactants Br[C:2]1[CH:9]=[CH:8][C:5]([C:6]#[N:7])=[CH:4][CH:3]=1.C([Li])CCC.C([O:18][B:19](OC(C)C)[O:20]C(C)C)(C)C.Cl, predict the reaction product. The product is: [C:6]([C:5]1[CH:8]=[CH:9][C:2]([B:19]([OH:20])[OH:18])=[CH:3][CH:4]=1)#[N:7]. (3) Given the reactants [F:1][CH2:2][CH2:3][N:4]([C:12]1[N:17]=[CH:16][C:15]([C:18]2[O:19][C:20]3[CH:26]=[C:25]([O:27][CH3:28])[CH:24]=[CH:23][C:21]=3[N:22]=2)=[CH:14][N:13]=1)C(=O)OC(C)(C)C.FCCNC1C=CC(C2OC3C=C(OC)C=CC=3N=2)=CN=1, predict the reaction product. The product is: [F:1][CH2:2][CH2:3][NH:4][C:12]1[N:13]=[CH:14][C:15]([C:18]2[O:19][C:20]3[CH:26]=[C:25]([O:27][CH3:28])[CH:24]=[CH:23][C:21]=3[N:22]=2)=[CH:16][N:17]=1. (4) The product is: [F:23][C:21]([F:22])([F:24])[C:20]([N:19]([CH2:26][CH:27]1[CH2:28][CH2:29][N:30]([CH2:42][CH2:41][C:40]([O:44][C:45]([CH3:48])([CH3:47])[CH3:46])=[O:43])[CH2:31][CH2:32]1)[C@@H:17]1[CH2:18][C@H:16]1[C:14]1[S:13][CH:12]=[C:11]([C:9](=[O:10])[NH:8][C:6]2[S:7][C:3]([CH3:2])=[N:4][N:5]=2)[CH:15]=1)=[O:25]. Given the reactants Cl.[CH3:2][C:3]1[S:7][C:6]([NH:8][C:9]([C:11]2[CH:15]=[C:14]([C@@H:16]3[CH2:18][C@H:17]3[N:19]([CH2:26][CH:27]3[CH2:32][CH2:31][NH:30][CH2:29][CH2:28]3)[C:20](=[O:25])[C:21]([F:24])([F:23])[F:22])[S:13][CH:12]=2)=[O:10])=[N:5][N:4]=1.C(N(CC)CC)C.[C:40]([O:44][C:45]([CH3:48])([CH3:47])[CH3:46])(=[O:43])[CH:41]=[CH2:42], predict the reaction product. (5) Given the reactants [CH3:1][N:2]1[CH:11]([C:12]2[CH:17]=[CH:16][CH:15]=[CH:14][CH:13]=2)[C:10]2[C:5](=[CH:6][CH:7]=[C:8](B3OC(C)(C)C(C)(C)O3)[CH:9]=2)[NH:4][C:3]1=[O:27].I[C:29]1[C:30]([O:35][CH3:36])=[N:31][O:32][C:33]=1[CH3:34].C(=O)([O-])[O-].[K+].[K+].C(COC)OC, predict the reaction product. The product is: [CH3:36][O:35][C:30]1[C:29]([C:8]2[CH:9]=[C:10]3[C:5](=[CH:6][CH:7]=2)[NH:4][C:3](=[O:27])[N:2]([CH3:1])[CH:11]3[C:12]2[CH:17]=[CH:16][CH:15]=[CH:14][CH:13]=2)=[C:33]([CH3:34])[O:32][N:31]=1. (6) Given the reactants [OH:1][NH:2][C:3]([C:5]1[CH:10]=[CH:9][C:8]([NH:11][C:12](=[O:14])[CH3:13])=[C:7]([O:15][C:16]([F:19])([F:18])[F:17])[CH:6]=1)=[NH:4].CN1CCC[C:22]1=[O:26].N1C=CC=CC=1.ClC(OCC)=O, predict the reaction product. The product is: [O:26]=[C:22]1[O:1][N:2]=[C:3]([C:5]2[CH:10]=[CH:9][C:8]([NH:11][C:12](=[O:14])[CH3:13])=[C:7]([O:15][C:16]([F:18])([F:17])[F:19])[CH:6]=2)[NH:4]1.